Task: Predict the reactants needed to synthesize the given product.. Dataset: Full USPTO retrosynthesis dataset with 1.9M reactions from patents (1976-2016) (1) Given the product [F:1][C:2]1[C:3]([F:12])=[CH:4][C:5]2[S:9][C:8](=[N:10][C:17](=[O:18])[C:16]3[CH:20]=[C:21]([C:23]([F:26])([F:25])[F:24])[CH:22]=[C:14]([F:13])[CH:15]=3)[N:7]([CH:28]([CH2:33][CH3:34])[C:29]([OH:31])=[O:30])[C:6]=2[CH:11]=1, predict the reactants needed to synthesize it. The reactants are: [F:1][C:2]1[C:3]([F:12])=[CH:4][C:5]2[S:9][C:8]([NH2:10])=[N:7][C:6]=2[CH:11]=1.[F:13][C:14]1[CH:15]=[C:16]([CH:20]=[C:21]([C:23]([F:26])([F:25])[F:24])[CH:22]=1)[C:17](Cl)=[O:18].Br[CH:28]([CH2:33][CH3:34])[C:29]([O:31]C)=[O:30].COC1C=CC2N=C(N)SC=2C=1.ClC1C=C(C=CC=1)C(Cl)=O.BrCC(OCC)=O. (2) Given the product [CH3:1][O:2][CH2:3][CH2:4][O:5][C:6]1[CH:11]=[C:10]2[C:12]([NH:16][C:17]3[CH:18]=[CH:19][CH:20]=[C:21]([C:23]#[CH:24])[CH:22]=3)=[N:13][CH:14]=[N:15][C:9]2=[CH:8][C:7]=1[O:25][CH2:26][CH2:27][O:28][CH3:29].[ClH:35], predict the reactants needed to synthesize it. The reactants are: [CH3:1][O:2][CH2:3][CH2:4][O:5][C:6]1[CH:11]=[C:10]2[C:12]([NH:16][C:17]3[CH:22]=[C:21]([C:23]#[CH:24])[CH:20]=[CH:19][CH:18]=3)=[N:13][CH:14]=[N:15][C:9]2=[CH:8][C:7]=1[O:25][CH2:26][CH2:27][O:28][CH3:29].C(OCC)=O.[ClH:35]. (3) Given the product [Cl:15][C:12]1[CH:13]=[CH:14][C:5]([CH2:4][C:3]([OH:32])=[O:2])=[C:6]2[C:11]=1[N:10]=[C:9]([CH:16]([CH3:17])[CH3:18])[C:8]([CH2:19][C:20]1[CH:25]=[CH:24][C:23]([N:26]3[CH:30]=[CH:29][CH:28]=[N:27]3)=[CH:22][CH:21]=1)=[C:7]2[CH3:31], predict the reactants needed to synthesize it. The reactants are: C[O:2][C:3](=[O:32])[CH2:4][C:5]1[CH:14]=[CH:13][C:12]([Cl:15])=[C:11]2[C:6]=1[C:7]([CH3:31])=[C:8]([CH2:19][C:20]1[CH:25]=[CH:24][C:23]([N:26]3[CH:30]=[CH:29][CH:28]=[N:27]3)=[CH:22][CH:21]=1)[C:9]([CH:16]([CH3:18])[CH3:17])=[N:10]2.[OH-].[Li+]. (4) Given the product [CH2:12]([O:11][C:8]1[C:9]2[N:19]=[C:16]([CH3:17])[N:18]=[CH:3][C:4]=2[CH2:5][CH2:6][CH:7]=1)[CH3:13], predict the reactants needed to synthesize it. The reactants are: CN(C)/[CH:3]=[C:4]1\[CH2:5][CH2:6][CH:7]=[C:8]([O:11][CH2:12][CH3:13])[C:9]\1=O.Cl.[C:16]([NH2:19])(=[NH:18])[CH3:17].C(=O)([O-])[O-].[K+].[K+]. (5) Given the product [N:21]1([C:2]2[CH:14]=[CH:13][C:12]3[C:11]4[C:6](=[CH:7][CH:8]=[CH:9][CH:10]=4)[N:5]([CH:15]4[CH2:20][CH2:19][CH2:18][CH2:17][O:16]4)[C:4]=3[CH:3]=2)[CH:25]=[CH:24][CH:23]=[N:22]1, predict the reactants needed to synthesize it. The reactants are: Br[C:2]1[CH:14]=[CH:13][C:12]2[C:11]3[C:6](=[CH:7][CH:8]=[CH:9][CH:10]=3)[N:5]([CH:15]3[CH2:20][CH2:19][CH2:18][CH2:17][O:16]3)[C:4]=2[CH:3]=1.[NH:21]1[CH:25]=[CH:24][CH:23]=[N:22]1.C(=O)([O-])[O-].[K+].[K+].N1CCC[C@H]1C(O)=O.